Dataset: Forward reaction prediction with 1.9M reactions from USPTO patents (1976-2016). Task: Predict the product of the given reaction. (1) Given the reactants [OH-].[K+].C([O:7][C:8](=[O:19])/[CH:9]=[CH:10]/[C:11]1[CH:16]=[CH:15][C:14]([CH:17]=O)=[CH:13][N:12]=1)(C)(C)C.[CH3:20][N:21]1[CH2:26][CH2:25][N:24]([CH2:27][C:28]2[CH:29]=[C:30]([C:34](=[O:36])[CH3:35])[CH:31]=[CH:32][CH:33]=2)[CH2:23][CH2:22]1, predict the reaction product. The product is: [CH3:20][N:21]1[CH2:26][CH2:25][N:24]([CH2:27][C:28]2[CH:29]=[C:30]([C:34](=[O:36])/[CH:35]=[CH:17]/[C:14]3[CH:15]=[CH:16][C:11](/[CH:10]=[CH:9]/[C:8]([OH:7])=[O:19])=[N:12][CH:13]=3)[CH:31]=[CH:32][CH:33]=2)[CH2:23][CH2:22]1. (2) Given the reactants [CH2:1]([O:3][C:4](=[O:17])[C:5]([O:8][C:9]1[CH:14]=[CH:13][C:12]([OH:15])=[CH:11][C:10]=1[CH3:16])([CH3:7])[CH3:6])[CH3:2].Cl[CH2:19][C:20]1[C:21]([CH2:37][O:38][CH3:39])=[N:22][C:23]([C:26]2[CH:31]=[CH:30][C:29]([O:32][C:33]([F:36])([F:35])[F:34])=[CH:28][CH:27]=2)=[N:24][CH:25]=1, predict the reaction product. The product is: [CH2:1]([O:3][C:4](=[O:17])[C:5]([O:8][C:9]1[CH:14]=[CH:13][C:12]([O:15][CH2:19][C:20]2[C:21]([CH2:37][O:38][CH3:39])=[N:22][C:23]([C:26]3[CH:31]=[CH:30][C:29]([O:32][C:33]([F:36])([F:35])[F:34])=[CH:28][CH:27]=3)=[N:24][CH:25]=2)=[CH:11][C:10]=1[CH3:16])([CH3:6])[CH3:7])[CH3:2]. (3) The product is: [CH2:34]([O:15][C:13]([CH:12]1[CH:26]([C:27]2[CH:32]=[CH:31][CH:30]=[CH:29][CH:28]=2)[CH:25]([C:22]2[CH:23]=[CH:24][C:19]([O:18][CH3:17])=[CH:20][CH:21]=2)[C:3]2[C:4](=[CH:6][C:7]([Cl:9])=[CH:8][C:2]=2[Cl:1])[NH:5]1)=[O:14])[CH3:35]. Given the reactants [Cl:1][C:2]1[CH:3]=[C:4]([CH:6]=[C:7]([Cl:9])[CH:8]=1)[NH2:5].C([C:12](=O)[C:13]([O-:15])=[O:14])C.[CH3:17][O:18][C:19]1[CH:24]=[CH:23][C:22](/[CH:25]=[CH:26]/[C:27]2[CH:32]=[CH:31][CH:30]=[CH:29][CH:28]=2)=[CH:21][CH:20]=1.F[C:34](F)(F)[C:35](O)=O, predict the reaction product. (4) Given the reactants S(Cl)([Cl:3])=O.[NH2:5][CH:6]([C:8]([OH:10])=[O:9])[CH3:7].[CH:11](O)([CH3:13])[CH3:12], predict the reaction product. The product is: [ClH:3].[NH2:5][C@H:6]([C:8]([O:10][CH:11]([CH3:13])[CH3:12])=[O:9])[CH3:7]. (5) Given the reactants [Br:1][C:2]1[CH:7]=[C:6]([Cl:8])[CH:5]=[CH:4][C:3]=1[CH3:9].[Br:10]Br, predict the reaction product. The product is: [Br:1][C:2]1[CH:7]=[C:6]([Cl:8])[CH:5]=[CH:4][C:3]=1[CH2:9][Br:10]. (6) Given the reactants C(=O)([O:7][C:8]1[C:20]2[CH2:19][O:18][C:17](=[O:21])[C:16]=2[C:15]([C:22]2[CH:27]=[CH:26][CH:25]=[CH:24][CH:23]=2)=[C:14]2[C:9]=1[CH:10]=[C:11]([O:30][CH3:31])[C:12]([O:28][CH3:29])=[CH:13]2)OC(C)(C)C.N1CCCCC1.Cl, predict the reaction product. The product is: [OH:7][C:8]1[C:20]2[CH2:19][O:18][C:17](=[O:21])[C:16]=2[C:15]([C:22]2[CH:27]=[CH:26][CH:25]=[CH:24][CH:23]=2)=[C:14]2[C:9]=1[CH:10]=[C:11]([O:30][CH3:31])[C:12]([O:28][CH3:29])=[CH:13]2. (7) Given the reactants [N+:1]([C:4]1[CH:5]=[C:6]([CH:14](O)[CH2:15][C:16]([O:18][CH2:19][CH3:20])=[O:17])[C:7]2[CH2:8][CH2:9][CH2:10][CH2:11][C:12]=2[CH:13]=1)([O-:3])=[O:2].C(N(CC)CC)C.CS(Cl)(=O)=O.C1CCN2C(=NCCC2)CC1, predict the reaction product. The product is: [N+:1]([C:4]1[CH:5]=[C:6]([CH:14]=[CH:15][C:16]([O:18][CH2:19][CH3:20])=[O:17])[C:7]2[CH2:8][CH2:9][CH2:10][CH2:11][C:12]=2[CH:13]=1)([O-:3])=[O:2].